This data is from Reaction yield outcomes from USPTO patents with 853,638 reactions. The task is: Predict the reaction yield, written as a fraction of the theoretical maximum amount of product (1.0 means a 100% yield; for example, 0.34 means a 34% yield). (1) The reactants are CO[C:3](=[O:20])[C@@H:4]([N:6]([C:10]([O:12][CH2:13][C:14]1[CH:19]=[CH:18][CH:17]=[CH:16][CH:15]=1)=[O:11])[CH2:7][CH:8]=O)[CH3:5].[NH2:21][C@H:22]([CH2:34][OH:35])[CH2:23][CH2:24][N:25]1[CH2:32][CH2:31][C:28]2([CH2:30][CH2:29]2)[C@H:27]([OH:33])[CH2:26]1.[B-](OC(C)=O)(OC(C)=O)OC(C)=O.[Na+].C(O)(=O)C. The catalyst is ClCCl. The product is [CH2:13]([O:12][C:10]([N:6]1[CH2:7][CH2:8][N:21]([C@H:22]([CH2:34][OH:35])[CH2:23][CH2:24][N:25]2[CH2:32][CH2:31][C:28]3([CH2:30][CH2:29]3)[C@H:27]([OH:33])[CH2:26]2)[C:3](=[O:20])[C@@H:4]1[CH3:5])=[O:11])[C:14]1[CH:15]=[CH:16][CH:17]=[CH:18][CH:19]=1. The yield is 0.580. (2) The yield is 0.990. No catalyst specified. The reactants are C([O:3][C:4](=[O:34])[CH2:5][N:6]([S:28]([N:31]([CH3:33])[CH3:32])(=[O:30])=[O:29])[CH2:7][C:8]1[CH:13]=[CH:12][C:11]([O:14][CH2:15][CH2:16][C:17]2[N:18]=[C:19]([C:23]3[S:24][CH:25]=[CH:26][CH:27]=3)[O:20][C:21]=2[CH3:22])=[CH:10][CH:9]=1)C.O.[OH-].[Li+]. The product is [CH3:32][N:31]([S:28]([N:6]([CH2:5][C:4]([OH:34])=[O:3])[CH2:7][C:8]1[CH:13]=[CH:12][C:11]([O:14][CH2:15][CH2:16][C:17]2[N:18]=[C:19]([C:23]3[S:24][CH:25]=[CH:26][CH:27]=3)[O:20][C:21]=2[CH3:22])=[CH:10][CH:9]=1)(=[O:30])=[O:29])[CH3:33]. (3) The reactants are O.C1(C)C=CC(S(O)(=O)=O)=CC=1.[CH3:13][S:14]([C:17]1[CH:18]=[N:19][CH:20]=[C:21]([C:23]#[C:24][C:25](OCC)([O:29]CC)[O:26][CH2:27][CH3:28])[CH:22]=1)(=[O:16])=[O:15]. The catalyst is C1(C)C=CC=CC=1. The product is [CH2:27]([O:26][C:25](=[O:29])[C:24]#[C:23][C:21]1[CH:20]=[N:19][CH:18]=[C:17]([S:14]([CH3:13])(=[O:15])=[O:16])[CH:22]=1)[CH3:28]. The yield is 0.530.